Dataset: Catalyst prediction with 721,799 reactions and 888 catalyst types from USPTO. Task: Predict which catalyst facilitates the given reaction. Reactant: [CH2:1]([O:8][C:9]1[CH:13]=[C:12]([NH2:14])[N:11]([CH3:15])[N:10]=1)[C:2]1[CH:7]=[CH:6][CH:5]=[CH:4][CH:3]=1.C(N(CC)CC)C.O1CCCC1.Cl[CH2:29][CH2:30][O:31][CH2:32][C:33](Cl)=[O:34]. Product: [CH2:1]([O:8][C:9]1[CH:13]=[C:12]([N:14]2[CH2:29][CH2:30][O:31][CH2:32][C:33]2=[O:34])[N:11]([CH3:15])[N:10]=1)[C:2]1[CH:3]=[CH:4][CH:5]=[CH:6][CH:7]=1. The catalyst class is: 6.